From a dataset of Full USPTO retrosynthesis dataset with 1.9M reactions from patents (1976-2016). Predict the reactants needed to synthesize the given product. Given the product [Cl:34][C:35]1[N:40]=[C:39]([NH:41][C:42]([C@@H:44]2[CH2:48][C@@H:47]([F:49])[CH2:46][N:45]2[C:21](=[O:23])[CH2:20][N:6]2[C:7]3[C:12](=[CH:11][C:10]([NH:13][C:14]4[N:15]=[N:16][CH:17]=[CH:18][CH:19]=4)=[CH:9][CH:8]=3)[C:4]([C:1]([NH2:2])=[O:3])=[N:5]2)=[O:43])[CH:38]=[CH:37][CH:36]=1, predict the reactants needed to synthesize it. The reactants are: [C:1]([C:4]1[C:12]2[C:7](=[CH:8][CH:9]=[C:10]([NH:13][C:14]3[N:15]=[N:16][CH:17]=[CH:18][CH:19]=3)[CH:11]=2)[N:6]([CH2:20][C:21]([OH:23])=O)[N:5]=1)(=[O:3])[NH2:2].CCN(C(C)C)C(C)C.Cl.[Cl:34][C:35]1[N:40]=[C:39]([NH:41][C:42]([C@@H:44]2[CH2:48][C@@H:47]([F:49])[CH2:46][NH:45]2)=[O:43])[CH:38]=[CH:37][CH:36]=1.CN(C(ON1N=NC2C=CC=NC1=2)=[N+](C)C)C.F[P-](F)(F)(F)(F)F.